Dataset: Catalyst prediction with 721,799 reactions and 888 catalyst types from USPTO. Task: Predict which catalyst facilitates the given reaction. (1) Reactant: [CH:1]1[N:6]=[C:5](Cl)[C:4]2[N:8]=[CH:9][N:10]([C@@H:11]3[O:15][C@H:14]([CH2:16][OH:17])[C@@H:13]([OH:18])[C@H:12]3[OH:19])[C:3]=2[N:2]=1.Cl.[N+:21]([C:24]1[CH:31]=[CH:30][C:27]([CH2:28][NH2:29])=[CH:26][CH:25]=1)([O-:23])=[O:22].C(N(C(C)C)CC)(C)C. Product: [N+:21]([C:24]1[CH:25]=[CH:26][C:27]([CH2:28][NH:29][C:5]2[C:4]3[N:8]=[CH:9][N:10]([C:3]=3[N:2]=[CH:1][N:6]=2)[C@@H:11]2[O:15][C@H:14]([CH2:16][OH:17])[C@@H:13]([OH:18])[C@H:12]2[OH:19])=[CH:30][CH:31]=1)([O-:23])=[O:22]. The catalyst class is: 259. (2) Reactant: [C:1]1([CH2:7][C:8]([C:10]2[CH:15]=[CH:14][C:13]([C:16]3([NH:20][C:21](=[O:27])[O:22][C:23]([CH3:26])([CH3:25])[CH3:24])[CH2:19][CH2:18][CH2:17]3)=[CH:12][CH:11]=2)=O)[CH:6]=[CH:5][CH:4]=[CH:3][CH:2]=1.[Cl:28][C:29]1[C:34]([CH:35]=O)=[C:33]([NH:37]C(=O)OC(C)(C)C)[CH:32]=[CH:31][N:30]=1.C(=O)([O-])[O-].[K+].[K+].CN(C=O)C. Product: [Cl:28][C:29]1[N:30]=[CH:31][CH:32]=[C:33]2[C:34]=1[CH:35]=[C:7]([C:1]1[CH:6]=[CH:5][CH:4]=[CH:3][CH:2]=1)[C:8]([C:10]1[CH:15]=[CH:14][C:13]([C:16]3([NH:20][C:21](=[O:27])[O:22][C:23]([CH3:24])([CH3:25])[CH3:26])[CH2:17][CH2:18][CH2:19]3)=[CH:12][CH:11]=1)=[N:37]2. The catalyst class is: 84. (3) Reactant: CC(C)(C)OC([NH:6][CH2:7][C:8]1[CH:26]=[CH:25][C:11]2[N:12]([C:19]3[CH:24]=[CH:23][CH:22]=[CH:21][CH:20]=3)[CH2:13][CH2:14][O:15][CH:16]([CH3:18])[CH2:17][C:10]=2[CH:9]=1)=O.C(O)(C(F)(F)F)=O. Product: [CH3:18][CH:16]1[CH2:17][C:10]2[CH:9]=[C:8]([CH2:7][NH2:6])[CH:26]=[CH:25][C:11]=2[N:12]([C:19]2[CH:24]=[CH:23][CH:22]=[CH:21][CH:20]=2)[CH2:13][CH2:14][O:15]1. The catalyst class is: 6. (4) Reactant: [C:1]([O:5][C:6](=[O:18])[CH2:7][CH2:8][C:9]1[CH:14]=[CH:13][C:12]([OH:15])=[CH:11][C:10]=1[CH2:16][NH2:17])([CH3:4])([CH3:3])[CH3:2].[C:19]([OH:24])(=[O:23])[C:20]([OH:22])=[O:21]. Product: [C:19]([OH:24])(=[O:23])[C:20]([OH:22])=[O:21].[C:1]([O:5][C:6](=[O:18])[CH2:7][CH2:8][C:9]1[CH:14]=[CH:13][C:12]([OH:15])=[CH:11][C:10]=1[CH2:16][NH2:17])([CH3:4])([CH3:2])[CH3:3]. The catalyst class is: 13. (5) Reactant: [CH:1]1([C:4](Cl)=[O:5])[CH2:3][CH2:2]1.[Br:7][C:8]1[CH:14]=[C:13]([F:15])[C:11]([NH2:12])=[C:10]([F:16])[CH:9]=1.C(N(CC)CC)C. The catalyst class is: 1. Product: [Br:7][C:8]1[CH:14]=[C:13]([F:15])[C:11]([NH:12][C:4]([CH:1]2[CH2:3][CH2:2]2)=[O:5])=[C:10]([F:16])[CH:9]=1. (6) Reactant: [CH3:1][C:2]1[N:7]=[CH:6][C:5]([CH2:8][NH:9][C:10]([C:12]2[CH:13]=[C:14]([C:19]3[CH:24]=[CH:23][C:22]([CH3:25])=[CH:21][CH:20]=3)[CH:15]=[C:16](Br)[CH:17]=2)=[O:11])=[CH:4][CH:3]=1.[N:26]1[CH:31]=[CH:30][C:29](B(O)O)=[CH:28][CH:27]=1.C(=O)([O-])[O-].[Cs+].[Cs+].O.CN(C)C=O. Product: [CH3:1][C:2]1[N:7]=[CH:6][C:5]([CH2:8][NH:9][C:10]([C:12]2[CH:13]=[C:14]([C:19]3[CH:24]=[CH:23][C:22]([CH3:25])=[CH:21][CH:20]=3)[CH:15]=[C:16]([C:29]3[CH:30]=[CH:31][N:26]=[CH:27][CH:28]=3)[CH:17]=2)=[O:11])=[CH:4][CH:3]=1. The catalyst class is: 682. (7) Reactant: [CH2:1]([O:8][C:9]1[C:18]2[C:13](=[CH:14][CH:15]=[CH:16][CH:17]=2)[N:12]=[C:11]([CH2:19]Cl)[C:10]=1[CH3:21])[C:2]1[CH:7]=[CH:6][CH:5]=[CH:4][CH:3]=1.[C:22]([N:29]1[CH2:34][CH2:33][NH:32][CH2:31][CH2:30]1)(=[O:28])[CH2:23][CH2:24][CH2:25][CH2:26][CH3:27].C(=O)([O-])[O-].[K+].[K+].CN(C=O)C. Product: [CH2:1]([O:8][C:9]1[C:18]2[C:13](=[CH:14][CH:15]=[CH:16][CH:17]=2)[N:12]=[C:11]([CH2:19][N:32]2[CH2:33][CH2:34][N:29]([C:22](=[O:28])[CH2:23][CH2:24][CH2:25][CH2:26][CH3:27])[CH2:30][CH2:31]2)[C:10]=1[CH3:21])[C:2]1[CH:7]=[CH:6][CH:5]=[CH:4][CH:3]=1. The catalyst class is: 6.